From a dataset of Forward reaction prediction with 1.9M reactions from USPTO patents (1976-2016). Predict the product of the given reaction. (1) Given the reactants [CH3:1][N:2]1[CH:6]=[C:5]([C:7]2[CH:12]=[CH:11][C:10]([C:13]3[C:22]4[C:17](=[CH:18][CH:19]=[C:20]([NH2:23])[CH:21]=4)[CH:16]=[N:15][CH:14]=3)=[CH:9][CH:8]=2)[CH:4]=[N:3]1.CCN(C(C)C)C(C)C.[CH:33]1([S:36](Cl)(=[O:38])=[O:37])[CH2:35][CH2:34]1, predict the reaction product. The product is: [CH3:1][N:2]1[CH:6]=[C:5]([C:7]2[CH:12]=[CH:11][C:10]([C:13]3[C:22]4[C:17](=[CH:18][CH:19]=[C:20]([NH:23][S:36]([CH:33]5[CH2:35][CH2:34]5)(=[O:38])=[O:37])[CH:21]=4)[CH:16]=[N:15][CH:14]=3)=[CH:9][CH:8]=2)[CH:4]=[N:3]1. (2) Given the reactants [Si]([O:8][CH2:9][C:10]([C:13]1[CH:31]=[CH:30][C:16]([C:17]([NH:19][C:20]2[N:21]=[C:22]3[CH:27]=[CH:26][C:25](I)=[CH:24][N:23]3[CH:29]=2)=[O:18])=[CH:15][CH:14]=1)([CH3:12])[CH3:11])(C(C)(C)C)(C)C.CC1(C)C(C)(C)OB([C:40]2[CH:41]=[N:42][NH:43][CH:44]=2)O1, predict the reaction product. The product is: [OH:8][CH2:9][C:10]([C:13]1[CH:31]=[CH:30][C:16]([C:17]([NH:19][C:20]2[N:21]=[C:22]3[CH:27]=[CH:26][C:25]([C:40]4[CH:41]=[N:42][NH:43][CH:44]=4)=[CH:24][N:23]3[CH:29]=2)=[O:18])=[CH:15][CH:14]=1)([CH3:12])[CH3:11]. (3) The product is: [Cl:3][C:4]1[CH:5]=[C:6]([C:14]2[O:18][N:17]=[C:16]([C:19]3[CH:20]=[CH:21][CH:22]=[C:23]4[C:27]=3[N:26]([CH3:28])[CH:25]=[C:24]4[CH2:29][CH2:30][CH2:31][OH:32])[N:15]=2)[CH:7]=[CH:8][C:9]=1[O:10][CH:11]([CH3:12])[CH3:13]. Given the reactants [BH4-].[Na+].[Cl:3][C:4]1[CH:5]=[C:6]([C:14]2[O:18][N:17]=[C:16]([C:19]3[CH:20]=[CH:21][CH:22]=[C:23]4[C:27]=3[N:26]([CH3:28])[CH:25]=[C:24]4[CH2:29][CH2:30][C:31](O)=[O:32])[N:15]=2)[CH:7]=[CH:8][C:9]=1[O:10][CH:11]([CH3:13])[CH3:12].II, predict the reaction product. (4) Given the reactants [Cl:1][C:2]1[CH:7]=[CH:6][C:5]([C:8]2[C:9]([O:18][C@@H:19]([CH3:24])[C:20]([F:23])([F:22])[F:21])=[N:10][CH:11]=[C:12]([CH:17]=2)[C:13]([O:15]C)=[O:14])=[CH:4][CH:3]=1.[OH-].[Li+], predict the reaction product. The product is: [Cl:1][C:2]1[CH:3]=[CH:4][C:5]([C:8]2[C:9]([O:18][C@@H:19]([CH3:24])[C:20]([F:23])([F:21])[F:22])=[N:10][CH:11]=[C:12]([CH:17]=2)[C:13]([OH:15])=[O:14])=[CH:6][CH:7]=1. (5) The product is: [C:36]([O:35][C:33]([N:31]1[CH2:32][CH:29]([C:26]2[CH:25]=[CH:24][C:23]([NH:22][C:14]3[N:13]=[C:12]([CH2:11][CH2:10][C:9]4[CH:40]=[CH:41][CH:42]=[CH:43][C:8]=4[CH2:7][C:6]([OH:44])=[O:5])[C:17]([C:18]([F:19])([F:21])[F:20])=[CH:16][N:15]=3)=[CH:28][CH:27]=2)[CH2:30]1)=[O:34])([CH3:39])([CH3:37])[CH3:38]. Given the reactants O[Li].O.C[O:5][C:6](=[O:44])[CH2:7][C:8]1[CH:43]=[CH:42][CH:41]=[CH:40][C:9]=1[CH2:10][CH2:11][C:12]1[C:17]([C:18]([F:21])([F:20])[F:19])=[CH:16][N:15]=[C:14]([NH:22][C:23]2[CH:28]=[CH:27][C:26]([CH:29]3[CH2:32][N:31]([C:33]([O:35][C:36]([CH3:39])([CH3:38])[CH3:37])=[O:34])[CH2:30]3)=[CH:25][CH:24]=2)[N:13]=1.CCOC(C)=O, predict the reaction product. (6) Given the reactants C([O:5][C:6](=[O:36])[C:7]([CH3:35])([CH3:34])[CH2:8][NH:9][C:10]([C:12]1[N:13]=[C:14]([C:32]#[N:33])[C:15]2[C:20]([C:21]=1[OH:22])=[CH:19][CH:18]=[C:17]([O:23][C:24]1[C:29]([F:30])=[CH:28][CH:27]=[CH:26][C:25]=1[F:31])[CH:16]=2)=[O:11])(C)(C)C.C(O)(C(F)(F)F)=O, predict the reaction product. The product is: [C:32]([C:14]1[C:15]2[C:20](=[CH:19][CH:18]=[C:17]([O:23][C:24]3[C:29]([F:30])=[CH:28][CH:27]=[CH:26][C:25]=3[F:31])[CH:16]=2)[C:21]([OH:22])=[C:12]([C:10]([NH:9][CH2:8][C:7]([CH3:35])([CH3:34])[C:6]([OH:36])=[O:5])=[O:11])[N:13]=1)#[N:33]. (7) Given the reactants [CH:1]1[N:5]2[C:6]3[C:11]([N:12]=[C:13]([NH:14][NH:15][C:16](C4NC5C(C=4)=CC=CC=5)=[O:17])[C:4]2=[CH:3][CH:2]=1)=[CH:10][CH:9]=[CH:8][CH:7]=3.[NH:27]1[C:35]2[C:30](=[CH:31][CH:32]=[C:33](C(O)=O)[CH:34]=2)[CH:29]=[CH:28]1, predict the reaction product. The product is: [CH:1]1[N:5]2[C:6]3[C:11]([N:12]=[C:13]([NH:14][NH:15][C:16]([C:33]4[CH:34]=[C:35]5[C:30]([CH:29]=[CH:28][NH:27]5)=[CH:31][CH:32]=4)=[O:17])[C:4]2=[CH:3][CH:2]=1)=[CH:10][CH:9]=[CH:8][CH:7]=3. (8) Given the reactants [F:1][C:2]([F:26])([F:25])[CH2:3][N:4]1[C:8]([C:9]2[CH:10]=[C:11]3[N:17]([N:18]=2)[C:16]2[CH:19]=[C:20]([CH2:23][OH:24])[CH:21]=[CH:22][C:15]=2[O:14][CH2:13][CH2:12]3)=[N:7][CH:6]=[N:5]1.CC(OI1(OC(C)=O)(OC(C)=O)OC(=O)C2C=CC=CC1=2)=O, predict the reaction product. The product is: [F:25][C:2]([F:1])([F:26])[CH2:3][N:4]1[C:8]([C:9]2[CH:10]=[C:11]3[N:17]([N:18]=2)[C:16]2[CH:19]=[C:20]([CH:23]=[O:24])[CH:21]=[CH:22][C:15]=2[O:14][CH2:13][CH2:12]3)=[N:7][CH:6]=[N:5]1. (9) Given the reactants [C:1]([O:5][C:6]([N:8]1[CH2:16][C:15]2[C:10](=[CH:11][C:12]([C:18]3[CH2:19][CH2:20][O:21][CH2:22][CH:23]=3)=[C:13]([Cl:17])[CH:14]=2)[CH2:9]1)=[O:7])([CH3:4])([CH3:3])[CH3:2], predict the reaction product. The product is: [C:1]([O:5][C:6]([N:8]1[CH2:16][C:15]2[C:10](=[CH:11][C:12]([CH:18]3[CH2:19][CH2:20][O:21][CH2:22][CH2:23]3)=[C:13]([Cl:17])[CH:14]=2)[CH2:9]1)=[O:7])([CH3:4])([CH3:2])[CH3:3].